This data is from Reaction yield outcomes from USPTO patents with 853,638 reactions. The task is: Predict the reaction yield, written as a fraction of the theoretical maximum amount of product (1.0 means a 100% yield; for example, 0.34 means a 34% yield). (1) The reactants are [Cl:1][C:2]1[N:7]=[CH:6][N:5]=[C:4]([NH:8][C:9]2[CH:14]=[CH:13][C:12]([Cl:15])=[CH:11][CH:10]=2)[C:3]=1[NH2:16].[C:17](OCC)(OCC)(OCC)[CH2:18][CH3:19].C(S(O)(=O)=O)C. No catalyst specified. The product is [Cl:1][C:2]1[N:7]=[CH:6][N:5]=[C:4]2[C:3]=1[N:16]=[C:17]([CH2:18][CH3:19])[N:8]2[C:9]1[CH:10]=[CH:11][C:12]([Cl:15])=[CH:13][CH:14]=1. The yield is 0.810. (2) The reactants are Cl.[NH2:2][CH2:3][CH2:4][CH2:5][CH2:6][C:7]([O:9]C)=O.C([BH3-])#N.[Na+].[F:15][C:16]1[C:17]([NH:32][C:33]2[CH:38]=[CH:37][C:36]([I:39])=[CH:35][C:34]=2[F:40])=[C:18]([CH:26]=[C:27]([CH:30]=O)[C:28]=1[F:29])[C:19]([NH:21][O:22][CH2:23][CH2:24][OH:25])=[O:20]. The catalyst is O1CCCC1. The product is [F:15][C:16]1[C:17]([NH:32][C:33]2[CH:38]=[CH:37][C:36]([I:39])=[CH:35][C:34]=2[F:40])=[C:18]([CH:26]=[C:27]([CH2:30][N:2]2[CH2:3][CH2:4][CH2:5][CH2:6][C:7]2=[O:9])[C:28]=1[F:29])[C:19]([NH:21][O:22][CH2:23][CH2:24][OH:25])=[O:20]. The yield is 0.370. (3) The reactants are [C:1]([O:5][C:6](=[O:25])[NH:7][C@H:8]1[CH2:13][CH2:12][C@H:11]([NH:14][C@@H:15]2[C:24]3[N:23]=[CH:22][CH:21]=[CH:20][C:19]=3[CH2:18][CH2:17][CH2:16]2)[CH2:10][CH2:9]1)([CH3:4])([CH3:3])[CH3:2].[C:26]([O:30][C:31]([N:33]1[C:37]2[CH:38]=[CH:39][CH:40]=[CH:41][C:36]=2[N:35]=[C:34]1[CH2:42]Cl)=[O:32])([CH3:29])([CH3:28])[CH3:27].C(N(C(C)C)CC)(C)C.[I-].[K+]. The catalyst is C(#N)C. The product is [C:26]([O:30][C:31]([N:33]1[C:37]2[CH:38]=[CH:39][CH:40]=[CH:41][C:36]=2[N:35]=[C:34]1[CH2:42][N:14]([C@H:11]1[CH2:12][CH2:13][C@H:8]([NH:7][C:6]([O:5][C:1]([CH3:4])([CH3:2])[CH3:3])=[O:25])[CH2:9][CH2:10]1)[CH:15]1[C:24]2[N:23]=[CH:22][CH:21]=[CH:20][C:19]=2[CH2:18][CH2:17][CH2:16]1)=[O:32])([CH3:29])([CH3:28])[CH3:27]. The yield is 0.560. (4) The reactants are C([O:3][C:4](=[O:32])[C:5]1[CH:10]=[C:9]([N:11]2[C:15]([CH3:16])=[CH:14][CH:13]=[C:12]2[C:17]2[CH:22]=[CH:21][CH:20]=[CH:19][C:18]=2[O:23][CH2:24][C:25]2[CH:30]=[CH:29][C:28]([F:31])=[CH:27][CH:26]=2)[CH:8]=[N:7][CH:6]=1)C.C(O)C. The catalyst is C(OCC)(=O)C. The product is [F:31][C:28]1[CH:27]=[CH:26][C:25]([CH2:24][O:23][C:18]2[CH:19]=[CH:20][CH:21]=[CH:22][C:17]=2[C:12]2[N:11]([C:9]3[CH:8]=[N:7][CH:6]=[C:5]([CH:10]=3)[C:4]([OH:32])=[O:3])[C:15]([CH3:16])=[CH:14][CH:13]=2)=[CH:30][CH:29]=1. The yield is 0.870. (5) The yield is 0.960. The reactants are [C:1]1([C:11]2[CH:16]=[CH:15][CH:14]=[CH:13][C:12]=2[C:17]2(O)[C:30]3[CH:29]=[CH:28][CH:27]=[CH:26][C:25]=3[C:24]([C:32]3[CH:37]=[CH:36][CH:35]=[CH:34][C:33]=3[C:38]3[C:47]4[C:42](=[CH:43][CH:44]=[CH:45][CH:46]=4)[CH:41]=[CH:40][CH:39]=3)(O)[C:23]3[C:18]2=[CH:19][CH:20]=[CH:21][CH:22]=3)[C:10]2[C:5](=[CH:6][CH:7]=[CH:8][CH:9]=2)[CH:4]=[CH:3][CH:2]=1.I.[PH2](O)=O. The product is [C:38]1([C:33]2[CH:34]=[CH:35][CH:36]=[CH:37][C:32]=2[C:24]2[C:25]3[C:30]([C:17]([C:12]4[CH:13]=[CH:14][CH:15]=[CH:16][C:11]=4[C:1]4[C:10]5[C:5](=[CH:6][CH:7]=[CH:8][CH:9]=5)[CH:4]=[CH:3][CH:2]=4)=[C:18]4[C:23]=2[CH:22]=[CH:21][CH:20]=[CH:19]4)=[CH:29][CH:28]=[CH:27][CH:26]=3)[C:47]2[C:42](=[CH:43][CH:44]=[CH:45][CH:46]=2)[CH:41]=[CH:40][CH:39]=1. The catalyst is C(O)(=O)C. (6) The reactants are Cl.CO[C:4]1[CH:17]=[CH:16][C:7]([C:8](C2CCNCC2)=[O:9])=[CH:6][CH:5]=1.COC([C:22]1[CH:23]=[CH:24][C:25](C(O)=O)=[N:26][CH:27]=1)=O.C(N(CC)CC)C.CN(C(ON1N=NC2C=CC=NC1=2)=[N+](C)C)C.F[P-](F)(F)(F)(F)F. The product is [C:8]([N:26]1[CH2:27][CH2:22][CH2:23][CH2:24][CH2:25]1)(=[O:9])[C:7]1[CH:6]=[CH:5][CH:4]=[CH:17][CH:16]=1. The catalyst is CN(C)C=O. The yield is 0.800. (7) The yield is 0.800. The reactants are [F:1][C:2]([F:25])([F:24])[C@@H:3]1[CH2:8][CH2:7][C@H:6]([NH:9][C:10]2[CH:11]=[C:12]3[C:17](=[CH:18][CH:19]=2)[CH:16]=[C:15]([C:20](OC)=[O:21])[CH:14]=[CH:13]3)[CH2:5][CH2:4]1.[H-].[H-].[H-].[H-].[Li+].[Al+3]. The product is [F:1][C:2]([F:24])([F:25])[C@@H:3]1[CH2:8][CH2:7][C@H:6]([NH:9][C:10]2[CH:11]=[C:12]3[C:17](=[CH:18][CH:19]=2)[CH:16]=[C:15]([CH2:20][OH:21])[CH:14]=[CH:13]3)[CH2:5][CH2:4]1. The catalyst is C1COCC1. (8) The reactants are [CH3:1][C@@H:2]1[O:7][C@@H:6]([O:8][C@H:9]2[C@@H:100]3[NH:101][C:102](=[O:103])[C@@H:81]([C:82]4[CH:83]=[CH:84][C:85]([OH:107])=[C:86]([C:88]5[C:93]([OH:94])=[CH:92][C:91]([OH:95])=[CH:90][C:89]=5[C@@H:96]([C:104]([OH:106])=[O:105])[NH:97][C:98]3=[O:99])[CH:87]=4)[NH:80][C:78](=[O:79])[C@H:77]3[C:20]4=[CH:21][C:22]([O:60][C:61]5[CH:62]=[CH:63][C:64]([C@@H:68]([OH:122])[C@@H:69]([NH:112][C:113]([C@H:115]([NH:120][CH3:121])[CH2:116][CH:117]([CH3:119])[CH3:118])=[O:114])[C:70]([NH:72][C@@H:73]([CH2:108][C:109]([NH2:111])=[O:110])[C:74]([NH:76]3)=[O:75])=[O:71])=[CH:65][C:66]=5[Cl:67])=[C:23]([O:24][C@@H:25]3[O:30][C@H:29]([CH2:31][OH:32])[C@@H:28]([OH:33])[C@H:27]([OH:34])[C@H:26]3[O:35][C@@H:36]3[O:41][C@@H:40]([CH3:42])[C@H:39]([OH:43])[C@:38]([NH:45][CH2:46][C:47]5[CH:48]=[CH:49][C:50]([C:53]6[CH:54]=[CH:55][C:56]([Cl:59])=[CH:57][CH:58]=6)=[CH:51][CH:52]=5)([CH3:44])[CH2:37]3)[C:18](=[CH:19]4)[O:17][C:13]3=[C:14]([Cl:16])[CH:15]=[C:10]2[CH:11]=[CH:12]3)[CH2:5][C@@:4]([NH2:124])([CH3:123])[C@H:3]1[OH:125].OP(O)(O)=O.C([O-])(O)=O.[Na+]. The catalyst is O1CCOCC1.O. The product is [CH3:1][C@@H:2]1[O:7][C@@H:6]([O:8][C@H:9]2[C@@H:100]3[NH:101][C:102](=[O:103])[C@@H:81]([C:82]4[CH:83]=[CH:84][C:85]([OH:107])=[C:86]([C:88]5[C:93]([OH:94])=[CH:92][C:91]([OH:95])=[CH:90][C:89]=5[C@@H:96]([C:104]([OH:106])=[O:105])[NH:97][C:98]3=[O:99])[CH:87]=4)[NH:80][C:78](=[O:79])[C@H:77]3[C:20]4=[CH:21][C:22]([O:60][C:61]5[CH:62]=[CH:63][C:64]([C@@H:68]([OH:122])[C@@H:69]([NH:112][C:113]([C@H:115]([NH:120][CH3:121])[CH2:116][CH:117]([CH3:118])[CH3:119])=[O:114])[C:70]([NH:72][C@@H:73]([CH2:108][C:109]([NH2:111])=[O:110])[C:74]([NH:76]3)=[O:75])=[O:71])=[CH:65][C:66]=5[Cl:67])=[C:23]([O:24][C@@H:25]3[O:30][C@H:29]([CH2:31][OH:32])[C@@H:28]([OH:33])[C@H:27]([OH:34])[C@H:26]3[O:35][C@@H:36]3[O:41][C@@H:40]([CH3:42])[C@H:39]([OH:43])[C@:38]([NH:45][CH2:46][C:47]5[CH:52]=[CH:51][C:50]([C:53]6[CH:58]=[CH:57][C:56]([Cl:59])=[CH:55][CH:54]=6)=[CH:49][CH:48]=5)([CH3:44])[CH2:37]3)[C:18](=[CH:19]4)[O:17][C:13]3=[C:14]([Cl:16])[CH:15]=[C:10]2[CH:11]=[CH:12]3)[CH2:5][C@@:4]([NH2:124])([CH3:123])[C@H:3]1[OH:125]. The yield is 0.240.